Dataset: Full USPTO retrosynthesis dataset with 1.9M reactions from patents (1976-2016). Task: Predict the reactants needed to synthesize the given product. Given the product [NH2:15][C@@H:14]1[CH2:13][C:12]([CH2:18][O:19][C:20]2[CH:21]=[C:22]([CH:27]=[CH:28][CH:29]=2)[C:23]([O:25][CH3:26])=[O:24])=[C:11]([C:30]2[CH:31]=[N:32][CH:33]=[CH:34][CH:35]=2)[CH2:10][C@H:9]1[C:3]1[CH:4]=[CH:5][C:6]([Cl:8])=[CH:7][C:2]=1[Cl:1], predict the reactants needed to synthesize it. The reactants are: [Cl:1][C:2]1[CH:7]=[C:6]([Cl:8])[CH:5]=[CH:4][C:3]=1[C@H:9]1[C@H:14]([N+:15]([O-])=O)[CH2:13][C:12]([CH2:18][O:19][C:20]2[CH:21]=[C:22]([CH:27]=[CH:28][CH:29]=2)[C:23]([O:25][CH3:26])=[O:24])=[C:11]([C:30]2[CH:31]=[N:32][CH:33]=[CH:34][CH:35]=2)[CH2:10]1.